Dataset: Reaction yield outcomes from USPTO patents with 853,638 reactions. Task: Predict the reaction yield, written as a fraction of the theoretical maximum amount of product (1.0 means a 100% yield; for example, 0.34 means a 34% yield). (1) The reactants are [NH2:1][CH:2]1[CH2:7][CH2:6][N:5]([C:8]([O:10][C:11]([CH3:14])([CH3:13])[CH3:12])=[O:9])[CH2:4][CH2:3]1.C(N(CC)C(C)C)(C)C.Cl[C:25]([O:27][CH2:28][C:29]1[CH:34]=[CH:33][CH:32]=[CH:31][CH:30]=1)=[O:26].C(=O)(O)[O-].[Na+]. The catalyst is ClCCl. The product is [CH2:28]([O:27][C:25]([NH:1][CH:2]1[CH2:3][CH2:4][N:5]([C:8]([O:10][C:11]([CH3:14])([CH3:13])[CH3:12])=[O:9])[CH2:6][CH2:7]1)=[O:26])[C:29]1[CH:34]=[CH:33][CH:32]=[CH:31][CH:30]=1. The yield is 0.785. (2) The reactants are [NH2:1][CH2:2][CH2:3][CH2:4][N:5]1[C:13]([CH2:14][C:15]2[C:23]([I:24])=[CH:22][C:18]3[O:19][CH2:20][O:21][C:17]=3[CH:16]=2)=[N:12][C:11]2[C:6]1=[N:7][C:8]([F:26])=[N:9][C:10]=2[NH2:25].[CH:27]1([S:30](Cl)(=[O:32])=[O:31])[CH2:29][CH2:28]1.C(N(CC)CC)C. The catalyst is CN(C=O)C. The product is [NH2:25][C:10]1[N:9]=[C:8]([F:26])[N:7]=[C:6]2[C:11]=1[N:12]=[C:13]([CH2:14][C:15]1[C:23]([I:24])=[CH:22][C:18]3[O:19][CH2:20][O:21][C:17]=3[CH:16]=1)[N:5]2[CH2:4][CH2:3][CH2:2][NH:1][S:30]([CH:27]1[CH2:29][CH2:28]1)(=[O:32])=[O:31]. The yield is 0.670.